From a dataset of NCI-60 drug combinations with 297,098 pairs across 59 cell lines. Regression. Given two drug SMILES strings and cell line genomic features, predict the synergy score measuring deviation from expected non-interaction effect. Drug 1: CC1OCC2C(O1)C(C(C(O2)OC3C4COC(=O)C4C(C5=CC6=C(C=C35)OCO6)C7=CC(=C(C(=C7)OC)O)OC)O)O. Drug 2: COCCOC1=C(C=C2C(=C1)C(=NC=N2)NC3=CC=CC(=C3)C#C)OCCOC.Cl. Cell line: 786-0. Synergy scores: CSS=34.3, Synergy_ZIP=2.60, Synergy_Bliss=2.78, Synergy_Loewe=-5.64, Synergy_HSA=4.95.